From a dataset of Catalyst prediction with 721,799 reactions and 888 catalyst types from USPTO. Predict which catalyst facilitates the given reaction. (1) Reactant: [ClH:1].[OH:2][CH:3]([CH2:18][O:19][C:20]1[CH:25]=[CH:24][C:23](OC)=[CH:22][CH:21]=1)[CH2:4][NH:5][C:6]([CH3:17])([CH3:16])[CH2:7][C:8]1[CH:13]=[CH:12][C:11](OC)=[CH:10][CH:9]=1.Cl. Product: [ClH:1].[OH:2][CH:3]([CH2:18][O:19][C:20]1[CH:21]=[CH:22][CH:23]=[CH:24][CH:25]=1)[CH2:4][NH:5][C:6]([CH3:17])([CH3:16])[CH2:7][C:8]1[CH:13]=[CH:12][CH:11]=[CH:10][CH:9]=1. The catalyst class is: 27. (2) Reactant: [NH:1]1[CH2:4][CH2:3][C:2]1=[O:5].I[C:7]1[CH:12]=[CH:11][CH:10]=[CH:9][CH:8]=1.N[C@@H]1CCCC[C@H]1N.C(=O)([O-])[O-].[K+].[K+]. Product: [C:7]1([N:1]2[CH2:4][CH2:3][C:2]2=[O:5])[CH:12]=[CH:11][CH:10]=[CH:9][CH:8]=1. The catalyst class is: 205. (3) Reactant: [CH3:1][CH2:2][CH2:3][NH:4][C@@H:5]1[CH2:14][C:9]2[S:10][C:11]([NH2:13])=[N:12][C:8]=2[CH2:7][CH2:6]1.[OH:15][C:16]1[CH:21]=[CH:20][C:19]([CH2:22][CH2:23][CH2:24][CH2:25][CH:26]=O)=[CH:18][C:17]=1[O:28][CH3:29].[BH-](OC(C)=O)(OC(C)=O)OC(C)=O.[Na+].CO. Product: [NH2:13][C:11]1[S:10][C:9]2[CH2:14][CH:5]([N:4]([CH2:3][CH2:2][CH3:1])[CH2:26][CH2:25][CH2:24][CH2:23][CH2:22][C:19]3[CH:20]=[CH:21][C:16]([OH:15])=[C:17]([O:28][CH3:29])[CH:18]=3)[CH2:6][CH2:7][C:8]=2[N:12]=1. The catalyst class is: 2. (4) Reactant: [C:1]1([C:7](=[N:17][OH:18])[CH2:8][C:9]2[CH:14]=[CH:13][C:12]([S:15][CH3:16])=[CH:11][CH:10]=2)[CH:6]=[CH:5][CH:4]=[CH:3][CH:2]=1.C([Li])CCC.[C:24](=O)=[O:25]. Product: [OH:25][C:24]1[O:18][N:17]=[C:7]([C:1]2[CH:6]=[CH:5][CH:4]=[CH:3][CH:2]=2)[C:8]=1[C:9]1[CH:14]=[CH:13][C:12]([S:15][CH3:16])=[CH:11][CH:10]=1. The catalyst class is: 134. (5) Reactant: [Br:1]NC(=O)CCC(N)=O.[Cl:10][C:11]1[N:16]=[C:15]([NH2:17])[CH:14]=[N:13][CH:12]=1.BrC1N=CC(N)=NC=1Cl. Product: [Br:1][C:14]1[C:15]([NH2:17])=[N:16][C:11]([Cl:10])=[CH:12][N:13]=1. The catalyst class is: 22. (6) Reactant: C([Mg]Cl)(C)C.I[C:7]1[CH:16]=[CH:15][C:10]([C:11]([O:13][CH3:14])=[O:12])=[CH:9][CH:8]=1.[CH2:17]1[CH:21]2[CH2:22][C:23](=[O:24])[CH:19]([CH2:20]2)[CH2:18]1. Product: [OH:24][C:23]1([C:7]2[CH:16]=[CH:15][C:10]([C:11]([O:13][CH3:14])=[O:12])=[CH:9][CH:8]=2)[CH2:22][CH:21]2[CH2:20][CH:19]1[CH2:18][CH2:17]2. The catalyst class is: 1. (7) Reactant: [C:1]([C:3]1[CH:4]=[C:5]([C:13]2[O:17][N:16]=[C:15]([C:18]3[CH:19]=[C:20]4[C:24](=[CH:25][CH:26]=3)[N:23]([CH2:27][C:28]([CH3:35])([CH3:34])[C:29]([O:31]CC)=[O:30])[N:22]=[CH:21]4)[N:14]=2)[CH:6]=[CH:7][C:8]=1[O:9][CH:10]([CH3:12])[CH3:11])#[N:2].[OH-].[Na+]. Product: [C:1]([C:3]1[CH:4]=[C:5]([C:13]2[O:17][N:16]=[C:15]([C:18]3[CH:19]=[C:20]4[C:24](=[CH:25][CH:26]=3)[N:23]([CH2:27][C:28]([CH3:35])([CH3:34])[C:29]([OH:31])=[O:30])[N:22]=[CH:21]4)[N:14]=2)[CH:6]=[CH:7][C:8]=1[O:9][CH:10]([CH3:12])[CH3:11])#[N:2]. The catalyst class is: 8.